Task: Predict which catalyst facilitates the given reaction.. Dataset: Catalyst prediction with 721,799 reactions and 888 catalyst types from USPTO (1) The catalyst class is: 40. Reactant: [NH3:1].[CH3:2][C:3]1([CH3:28])[CH:12]2[O:13][CH:11]2[C:10]2[CH:9]=[C:8]([CH2:14][C:15]([NH:17][CH:18]3[C:27]4[C:22](=[CH:23][CH:24]=[CH:25][CH:26]=4)[CH2:21][CH2:20][CH2:19]3)=[O:16])[CH:7]=[CH:6][C:5]=2[O:4]1.ClCCl.CO. Product: [NH2:1][CH:11]1[C:10]2[C:5](=[CH:6][CH:7]=[C:8]([CH2:14][C:15]([NH:17][CH:18]3[C:27]4[C:22](=[CH:23][CH:24]=[CH:25][CH:26]=4)[CH2:21][CH2:20][CH2:19]3)=[O:16])[CH:9]=2)[O:4][C:3]([CH3:28])([CH3:2])[CH:12]1[OH:13]. (2) The catalyst class is: 57. Reactant: [NH2:1][C:2]1[C:7]([NH2:8])=[CH:6][CH:5]=[CH:4][N:3]=1.[CH2:9]([O:11][C:12](=[O:18])[C:13](=O)[CH:14](Br)[CH3:15])[CH3:10].C(=O)([O-])[O-].[Na+].[Na+]. Product: [NH2:8][C:7]1[C:2]2[N:3]([C:14]([CH3:15])=[C:13]([C:12]([O:11][CH2:9][CH3:10])=[O:18])[N:1]=2)[CH:4]=[CH:5][CH:6]=1. (3) The catalyst class is: 7. Reactant: C(=O)([O-])[O-].[K+].[K+].[S:7](Cl)([C:10]1[CH:16]=[CH:15][C:13]([CH3:14])=[CH:12][CH:11]=1)(=[O:9])=[O:8].[CH3:18][O:19][C@H:20]1[C@H:25]([OH:26])[C@@H:24]([OH:27])[C@H:23]([N:28]2[C:37]3[C:38]4[NH:46][C:45]5[C:44]([Cl:47])=[CH:43][CH:42]=[CH:41][C:40]=5[C:39]=4[C:48]4[C:53](=[O:54])[NH:52][C:50](=[O:51])[C:49]=4[C:36]=3[C:30]3[CH:31]=[CH:32][CH:33]=[C:34]([Cl:35])[C:29]2=3)[O:22][C@@H:21]1[CH2:55][OH:56]. Product: [Cl:47][C:44]1[C:45]2[NH:46][C:38]3[C:37]4[N:28]([C@@H:23]5[O:22][C@H:21]([CH2:55][OH:56])[C@@H:20]([O:19][CH3:18])[C@H:25]([OH:26])[C@H:24]5[O:27][S:7]([C:10]5[CH:16]=[CH:15][C:13]([CH3:14])=[CH:12][CH:11]=5)(=[O:9])=[O:8])[C:29]5[C:30](=[CH:31][CH:32]=[CH:33][C:34]=5[Cl:35])[C:36]=4[C:49]4[C:50](=[O:51])[NH:52][C:53](=[O:54])[C:48]=4[C:39]=3[C:40]=2[CH:41]=[CH:42][CH:43]=1. (4) Reactant: [C:1]([NH:4][C:5]1[CH:14]=[CH:13][C:8]([C:9]([O:11][CH3:12])=[O:10])=[C:7]([O:15][CH3:16])[CH:6]=1)(=[O:3])[CH3:2].[Br:17]Br. Product: [C:1]([NH:4][C:5]1[C:14]([Br:17])=[CH:13][C:8]([C:9]([O:11][CH3:12])=[O:10])=[C:7]([O:15][CH3:16])[CH:6]=1)(=[O:3])[CH3:2]. The catalyst class is: 15. (5) Reactant: [H-].[Na+].[CH3:3][C:4]1[N:5]([CH2:22][CH2:23][OH:24])[C:6]2[C:11]([CH3:12])=[C:10]([CH3:13])[N:9]=[C:8]([O:14][C:15]3[CH:20]=[CH:19][CH:18]=[CH:17][CH:16]=3)[C:7]=2[N:21]=1.Br[CH2:26][C:27]#[C:28][C:29]1[CH:34]=[CH:33][CH:32]=[CH:31][CH:30]=1. Product: [C:29]1([C:28]#[C:27][CH2:26][O:24][CH2:23][CH2:22][N:5]2[C:6]3[C:11]([CH3:12])=[C:10]([CH3:13])[N:9]=[C:8]([O:14][C:15]4[CH:16]=[CH:17][CH:18]=[CH:19][CH:20]=4)[C:7]=3[N:21]=[C:4]2[CH3:3])[CH:34]=[CH:33][CH:32]=[CH:31][CH:30]=1. The catalyst class is: 9.